From a dataset of Reaction yield outcomes from USPTO patents with 853,638 reactions. Predict the reaction yield, written as a fraction of the theoretical maximum amount of product (1.0 means a 100% yield; for example, 0.34 means a 34% yield). (1) The reactants are [CH3:1][S:2](Cl)(=[O:4])=[O:3].[C:6]([C:10]1[CH:11]=[C:12]([NH:25][C:26]([NH:28][C@@H:29]2[C:38]3[C:33](=[CH:34][CH:35]=[CH:36][CH:37]=3)[C@H:32]([O:39][C:40]3[CH:41]=[CH:42][C:43]4[N:44]([C:46]([N:49]5[C@H:54]([CH3:55])[CH2:53][CH2:52][CH2:51][C@@H:50]5[CH3:56])=[N:47][N:48]=4)[CH:45]=3)[CH2:31][CH2:30]2)=[O:27])[N:13]([C:15]2[CH:20]=[CH:19][CH:18]=[C:17]([O:21][CH2:22][CH2:23][OH:24])[CH:16]=2)[N:14]=1)([CH3:9])([CH3:8])[CH3:7].CCN(C(C)C)C(C)C. The catalyst is C(Cl)Cl. The product is [C:6]([C:10]1[CH:11]=[C:12]([NH:25][C:26]([NH:28][C@@H:29]2[C:38]3[C:33](=[CH:34][CH:35]=[CH:36][CH:37]=3)[C@H:32]([O:39][C:40]3[CH:41]=[CH:42][C:43]4[N:44]([C:46]([N:49]5[C@H:54]([CH3:55])[CH2:53][CH2:52][CH2:51][C@@H:50]5[CH3:56])=[N:47][N:48]=4)[CH:45]=3)[CH2:31][CH2:30]2)=[O:27])[N:13]([C:15]2[CH:16]=[C:17]([CH:18]=[CH:19][CH:20]=2)[O:21][CH2:22][CH2:23][O:24][S:2]([CH3:1])(=[O:4])=[O:3])[N:14]=1)([CH3:9])([CH3:7])[CH3:8]. The yield is 0.990. (2) The reactants are [F:1][C:2]([F:16])([F:15])[C:3]1[CH:8]=[C:7]([C:9]([F:12])([F:11])[F:10])[CH:6]=[C:5]([NH2:13])[C:4]=1[NH2:14].[C:17]([O:21][C:22]([NH:24][CH2:25][C:26](O)=[O:27])=[O:23])([CH3:20])([CH3:19])[CH3:18].CN(C(ON1N=NC2C=CC=NC1=2)=[N+](C)C)C.F[P-](F)(F)(F)(F)F.C(N(CC)CC)C. The catalyst is ClCCl. The product is [NH2:14][C:4]1[C:3]([C:2]([F:15])([F:16])[F:1])=[CH:8][C:7]([C:9]([F:12])([F:11])[F:10])=[CH:6][C:5]=1[NH:13][C:26](=[O:27])[CH2:25][NH:24][C:22](=[O:23])[O:21][C:17]([CH3:18])([CH3:19])[CH3:20]. The yield is 0.617.